This data is from Retrosynthesis with 50K atom-mapped reactions and 10 reaction types from USPTO. The task is: Predict the reactants needed to synthesize the given product. (1) Given the product CC(C)(COc1ccccc1)NC(=O)OC(C)(C)C, predict the reactants needed to synthesize it. The reactants are: CC(C)(COS(C)(=O)=O)NC(=O)OC(C)(C)C.Oc1ccccc1. (2) The reactants are: O=[N+]([O-])c1cnc2ccc(N3CCCCC3c3cccc(F)c3)nn12. Given the product Nc1cnc2ccc(N3CCCCC3c3cccc(F)c3)nn12, predict the reactants needed to synthesize it. (3) Given the product C[C@@H](c1ccc(OC(F)F)cc1)N1CC[C@](CC(C)(C)O)(c2ccccc2)OC1=O, predict the reactants needed to synthesize it. The reactants are: CC(=O)C[C@]1(c2ccccc2)CCN([C@@H](C)c2ccc(OC(F)F)cc2)C(=O)O1.C[Mg+]. (4) Given the product O=C(c1ccc(CN2C(=O)CN(C(=O)c3ccc(Cl)cc3)Cc3cc(O)ccc32)cc1)N1CC=CC1, predict the reactants needed to synthesize it. The reactants are: COc1ccc2c(c1)CN(C(=O)c1ccc(Cl)cc1)CC(=O)N2Cc1ccc(C(=O)N2CC=CC2)cc1. (5) Given the product C=C(C)C(=O)OC12CC3CC(C1)CC(OC(C)OCC)(C3)C2, predict the reactants needed to synthesize it. The reactants are: C=C(C)C(=O)OC12CC3CC(CC(O)(C3)C1)C2.C=COCC. (6) Given the product Cc1cc(-c2cccc(C(F)(F)F)c2)c2nc(OCC(F)(F)F)ccc2c1, predict the reactants needed to synthesize it. The reactants are: C[Sn](C)(C)c1cccc(C(F)(F)F)c1.Cc1cc(Br)c2nc(OCC(F)(F)F)ccc2c1. (7) Given the product CC(C)(C)OC(=O)N1CCC(N(Cc2cc(-c3ccnc(Cl)n3)ccc2F)S(C)(=O)=O)CC1, predict the reactants needed to synthesize it. The reactants are: CC(C)(C)OC(=O)N1CCC(NCc2cc(-c3ccnc(Cl)n3)ccc2F)CC1.CS(=O)(=O)Cl. (8) Given the product COC(=O)C(CSCc1cccc(OCCOS(=O)(=O)c2ccc(C)cc2)c1)N(C(=O)CN=[N+]=[N-])C(=O)OC(C)(C)C, predict the reactants needed to synthesize it. The reactants are: CC(C)(C)OC(=O)OC(=O)OC(C)(C)C.COC(=O)C(CSCc1cccc(OCCOS(=O)(=O)c2ccc(C)cc2)c1)NC(=O)CN=[N+]=[N-].